Dataset: Reaction yield outcomes from USPTO patents with 853,638 reactions. Task: Predict the reaction yield, written as a fraction of the theoretical maximum amount of product (1.0 means a 100% yield; for example, 0.34 means a 34% yield). (1) The catalyst is C(#N)C.[F-].[K+]. The reactants are Br[C:2]1[CH:16]=[N:15][C:5]2[NH:6][C:7]3[CH:12]=[N:11][C:10]([C:13]#[N:14])=[CH:9][C:8]=3[C:4]=2[CH:3]=1.Br[CH2:18][C:19]1[CH:24]=[CH:23][C:22](B(O)O)=[CH:21][CH:20]=1.[C:28]([O:32][C:33](O[C:33]([O:32][C:28]([CH3:31])([CH3:30])[CH3:29])=[O:34])=[O:34])([CH3:31])([CH3:30])[CH3:29].[OH2:43]. The product is [C:28]([O:32][C:33]([N:6]1[C:7]2[CH:12]=[N:11][C:10]([C:13]#[N:14])=[CH:9][C:8]=2[C:4]2[CH:3]=[C:2]([C:22]3[CH:23]=[CH:24][C:19]([CH2:18][OH:43])=[CH:20][CH:21]=3)[CH:16]=[N:15][C:5]1=2)=[O:34])([CH3:31])([CH3:30])[CH3:29]. The yield is 0.260. (2) The reactants are Br[C:2]1[CH:21]=[CH:20][C:5]2[O:6][C:7]3[CH:15]=[C:14]([O:16]C)[CH:13]=[C:12]([O:18]C)[C:8]=3[C:9](=O)[CH2:10][C:4]=2[CH:3]=1.[C:22]1(P([C:22]2[CH:27]=[CH:26][CH:25]=[CH:24][CH:23]=2)[C:22]2[CH:27]=[CH:26][CH:25]=[CH:24][CH:23]=2)[CH:27]=[CH:26][CH:25]=[CH:24][CH:23]=1.C#CCCCC.C(N(CC)C(C)C)(C)C. The catalyst is [Cu](I)I.C(#N)C. The product is [CH2:26]([C:2]1[CH:3]=[CH:4][C:5]2[O:6][C:7]3[CH:15]=[C:14]([OH:16])[CH:13]=[C:12]([OH:18])[C:8]=3[CH2:9][CH2:10][C:20]=2[CH:21]=1)[CH2:27][CH2:22][CH2:23][CH2:24][CH3:25]. The yield is 0.243. (3) The reactants are [CH3:1][O:2][C:3]1[CH:4]=[C:5]2[C:9](=[CH:10][C:11]=1[O:12][CH3:13])[CH2:8][C:7]([C:14]([NH:16][C:17]1[CH:26]=[CH:25][CH:24]=[CH:23][C:18]=1[C:19]([O:21]C)=[O:20])=[O:15])=[CH:6]2.[OH-].[Na+]. The catalyst is C1COCC1.CO. The product is [CH3:1][O:2][C:3]1[CH:4]=[C:5]2[C:9](=[CH:10][C:11]=1[O:12][CH3:13])[CH2:8][C:7]([C:14]([NH:16][C:17]1[CH:26]=[CH:25][CH:24]=[CH:23][C:18]=1[C:19]([OH:21])=[O:20])=[O:15])=[CH:6]2. The yield is 0.870. (4) The product is [Cl:19][C:15]1[CH:14]=[C:13]([C:11]2[N:12]=[C:7]([NH:27][C:28]3[CH:33]=[CH:32][C:31]([CH2:34][CH2:35][OH:36])=[CH:30][CH:29]=3)[C:8]3[S:22](=[O:24])(=[O:23])[CH2:21][CH2:20][C:9]=3[N:10]=2)[CH:18]=[CH:17][CH:16]=1. The yield is 0.650. The reactants are FC(F)(F)S(O[C:7]1[C:8]2[S:22](=[O:24])(=[O:23])[CH2:21][CH2:20][C:9]=2[N:10]=[C:11]([C:13]2[CH:18]=[CH:17][CH:16]=[C:15]([Cl:19])[CH:14]=2)[N:12]=1)(=O)=O.[NH2:27][C:28]1[CH:33]=[CH:32][C:31]([CH2:34][CH2:35][OH:36])=[CH:30][CH:29]=1. No catalyst specified. (5) The reactants are [F:1][C:2]1[CH:7]=[CH:6][CH:5]=[CH:4][C:3]=1[OH:8].F[C:10]1[CH:15]=[CH:14][CH:13]=[CH:12][C:11]=1[N+:16]([O-:18])=[O:17].[F:19][C:20]1[CH:33]=[CH:32][CH:31]=[CH:30][C:21]=1[O:22][C:23]1[CH:29]=[CH:28][CH:27]=[CH:26][C:24]=1[NH2:25].[NH2:34][C:35]1[S:36][CH:37]=[CH:38][N:39]=1. No catalyst specified. The product is [F:1][C:2]1[CH:7]=[CH:6][CH:5]=[CH:4][C:3]=1[O:8][C:10]1[CH:15]=[CH:14][CH:13]=[CH:12][C:11]=1[N+:16]([O-:18])=[O:17].[F:19][C:20]1[CH:33]=[CH:32][CH:31]=[CH:30][C:21]=1[O:22][C:23]1[CH:29]=[CH:28][CH:27]=[CH:26][C:24]=1[NH:25][C:3]([NH:34][C:35]1[S:36][CH:37]=[CH:38][N:39]=1)=[O:8]. The yield is 0.810.